From a dataset of Forward reaction prediction with 1.9M reactions from USPTO patents (1976-2016). Predict the product of the given reaction. Given the reactants [O:1]1[CH:5]=[CH:4][CH:3]=[C:2]1[C:6](=[O:10])[CH2:7][C:8]#[N:9].[C:11]1([CH3:21])[CH:16]=[CH:15][C:14]([S:17](Cl)(=[O:19])=[O:18])=[CH:13][CH:12]=1.C(N(CC)CC)C, predict the reaction product. The product is: [CH3:21][C:11]1[CH:16]=[CH:15][C:14]([S:17]([O:10][C:6]([C:2]2[O:1][CH:5]=[CH:4][CH:3]=2)=[CH:7][C:8]#[N:9])(=[O:19])=[O:18])=[CH:13][CH:12]=1.